From a dataset of Forward reaction prediction with 1.9M reactions from USPTO patents (1976-2016). Predict the product of the given reaction. (1) Given the reactants C1C=CC2N(O)N=NC=2C=1.CCN=C=NCCCN(C)C.Cl.[CH2:23]([O:25][C:26]1[CH:27]=[C:28]([CH:32]=[C:33]([O:40][CH2:41][CH3:42])[C:34]=1[C:35]1[CH:36]=[N:37][O:38][CH:39]=1)[C:29]([OH:31])=O)[CH3:24].Cl.[NH:44]1[C:48]([C:49]2[CH:50]=[C:51]3[C:61](=[CH:62][CH:63]=2)[O:60][C:54]2([CH2:59][CH2:58][NH:57][CH2:56][CH2:55]2)[CH2:53][C:52]3=[O:64])=[N:47][N:46]=[N:45]1, predict the reaction product. The product is: [CH2:41]([O:40][C:33]1[CH:32]=[C:28]([C:29]([N:57]2[CH2:58][CH2:59][C:54]3([CH2:53][C:52](=[O:64])[C:51]4[C:61](=[CH:62][CH:63]=[C:49]([C:48]5[NH:47][N:46]=[N:45][N:44]=5)[CH:50]=4)[O:60]3)[CH2:55][CH2:56]2)=[O:31])[CH:27]=[C:26]([O:25][CH2:23][CH3:24])[C:34]=1[C:35]1[CH:36]=[N:37][O:38][CH:39]=1)[CH3:42]. (2) Given the reactants C(=O)(O)[O-:2].[Na+].Cl.NO.[Cl:9][C:10]1[C:11]([C:23]#[N:24])=[N:12][CH:13]=[C:14]([Cl:22])[C:15]=1[O:16][CH2:17][C:18]([F:21])([F:20])[F:19], predict the reaction product. The product is: [Cl:9][C:10]1[C:11]([C:23]([NH2:24])=[O:2])=[N:12][CH:13]=[C:14]([Cl:22])[C:15]=1[O:16][CH2:17][C:18]([F:21])([F:19])[F:20].